Dataset: Reaction yield outcomes from USPTO patents with 853,638 reactions. Task: Predict the reaction yield, written as a fraction of the theoretical maximum amount of product (1.0 means a 100% yield; for example, 0.34 means a 34% yield). (1) The reactants are P([CH2:5][C:6]([O:8][CH3:9])=[O:7])(O)(O)=O.[H-].[Na+].[H][H].[CH3:14][O:15][C:16]1[CH:21]=[CH:20][C:19]2[NH:22][CH:23]=[C:24]([CH:25]=O)[C:18]=2[CH:17]=1.P(=O)([O-])[O-]. The catalyst is O1CCCC1.ClCCl. The product is [CH3:9][O:8][C:6](=[O:7])[CH:5]=[CH:25][C:24]1[C:18]2[C:19](=[CH:20][CH:21]=[C:16]([O:15][CH3:14])[CH:17]=2)[NH:22][CH:23]=1. The yield is 0.780. (2) The reactants are [F:1][C:2]1[CH:7]=[CH:6][C:5]([N:8]2[C:17]3[C:12](=[N:13][CH:14]=[C:15]([CH2:18][C:19]4[CH:24]=[CH:23][C:22]([F:25])=[CH:21][CH:20]=4)[CH:16]=3)[C:11]([OH:26])=[C:10]([C:27](OCC)=[O:28])[C:9]2=[O:32])=[CH:4][CH:3]=1.[NH2:33][CH:34]([CH3:37])[CH2:35][OH:36]. No catalyst specified. The product is [F:1][C:2]1[CH:3]=[CH:4][C:5]([N:8]2[C:17]3[C:12](=[N:13][CH:14]=[C:15]([CH2:18][C:19]4[CH:24]=[CH:23][C:22]([F:25])=[CH:21][CH:20]=4)[CH:16]=3)[C:11]([OH:26])=[C:10]([C:27]([NH:33][CH:34]([CH3:37])[CH2:35][OH:36])=[O:28])[C:9]2=[O:32])=[CH:6][CH:7]=1. The yield is 0.440. (3) The reactants are [C:1]([C:3]1[CH:8]=[CH:7][C:6]([OH:9])=[CH:5][CH:4]=1)#[N:2].[OH-].[NH4+].[I-:12].[K+].II. The catalyst is O. The product is [OH:9][C:6]1[CH:7]=[CH:8][C:3]([C:1]#[N:2])=[CH:4][C:5]=1[I:12]. The yield is 0.670. (4) The reactants are [Cl:1][C:2]1[C:7]([C:8]2[N:12]([S:13]([C:16]3[CH:17]=[N:18][CH:19]=[CH:20][CH:21]=3)(=[O:15])=[O:14])[CH:11]=[C:10]([CH2:22][N:23](C)[C:24](=O)[O:25][C:26]([CH3:29])(C)C)[CH:9]=2)=[CH:6][CH:5]=[CH:4][N:3]=1.[C:32]([O:35]CC)(=[O:34])[CH3:33].Cl.C([OH:41])C. No catalyst specified. The product is [C:26]([OH:25])(=[O:41])/[CH:29]=[CH:33]/[C:32]([OH:35])=[O:34].[Cl:1][C:2]1[C:7]([C:8]2[N:12]([S:13]([C:16]3[CH:17]=[N:18][CH:19]=[CH:20][CH:21]=3)(=[O:14])=[O:15])[CH:11]=[C:10]([CH2:22][NH:23][CH3:24])[CH:9]=2)=[CH:6][CH:5]=[CH:4][N:3]=1. The yield is 0.680. (5) The reactants are [CH3:1][O:2][C:3]([C:5]1[CH:10]=[CH:9][C:8]([NH:11][C:12]2([C:36]#[N:37])[CH2:17][CH2:16][N:15]([C:18]3[CH:23]=[CH:22][C:21]([N:24]4[CH2:28][C@H:27]([CH2:29][NH:30][C:31](=O)[CH3:32])[O:26][C:25]4=[O:34])=[CH:20][C:19]=3[F:35])[CH2:14][CH2:13]2)=[CH:7][CH:6]=1)=[O:4].COC1C=CC(P2(SP(C3C=CC(OC)=CC=3)(=S)S2)=[S:47])=CC=1. No catalyst specified. The product is [CH3:1][O:2][C:3]([C:5]1[CH:10]=[CH:9][C:8]([NH:11][C:12]2([C:36]#[N:37])[CH2:17][CH2:16][N:15]([C:18]3[CH:23]=[CH:22][C:21]([N:24]4[CH2:28][C@H:27]([CH2:29][NH:30][C:31](=[S:47])[CH3:32])[O:26][C:25]4=[O:34])=[CH:20][C:19]=3[F:35])[CH2:14][CH2:13]2)=[CH:7][CH:6]=1)=[O:4]. The yield is 0.610. (6) The yield is 0.720. The product is [CH3:18][O:17][C:14]1[CH:13]=[CH:12][C:11]([CH2:10][N:9]2[C:5]3[N:4]([C@@H:23]([CH3:27])[CH2:24][O:25][CH3:26])[CH2:1][CH:2]=[CH:20][C:19](=[O:22])[C:6]=3[CH:7]=[N:8]2)=[CH:16][CH:15]=1. The reactants are [CH2:1]([N:4]([C@@H:23]([CH3:27])[CH2:24][O:25][CH3:26])[C:5]1[N:9]([CH2:10][C:11]2[CH:16]=[CH:15][C:14]([O:17][CH3:18])=[CH:13][CH:12]=2)[N:8]=[CH:7][C:6]=1[C:19](=[O:22])[CH:20]=C)[CH:2]=C. The catalyst is ClCCCl.Cl[Ru](=C1N(C2C(C)=CC(C)=CC=2C)CCN1C1C(C)=CC(C)=CC=1C)(Cl)(=CC1C=CC=CC=1)[P](C1CCCCC1)(C1CCCCC1)C1CCCCC1. (7) The reactants are [ClH:1].[CH2:2]([C:6]1[N:7]=[C:8]([NH2:11])[NH:9][CH:10]=1)[CH2:3][C:4]#[CH:5].[N:12]([CH2:15][C:16]1[NH:20][C:19]2[CH:21]=[C:22]([CH3:26])[C:23]([CH3:25])=[CH:24][C:18]=2[N:17]=1)=[N+:13]=[N-:14]. No catalyst specified. The product is [ClH:1].[ClH:1].[CH3:25][C:23]1[C:22]([CH3:26])=[CH:21][C:19]2[NH:20][C:16]([CH2:15][N:12]3[CH:5]=[C:4]([CH2:3][CH2:2][C:6]4[N:7]=[C:8]([NH2:11])[NH:9][CH:10]=4)[N:14]=[N:13]3)=[N:17][C:18]=2[CH:24]=1. The yield is 0.590.